From a dataset of Reaction yield outcomes from USPTO patents with 853,638 reactions. Predict the reaction yield, written as a fraction of the theoretical maximum amount of product (1.0 means a 100% yield; for example, 0.34 means a 34% yield). (1) The reactants are [NH2:1][C:2]1[C:3](Cl)=[N:4][C:5]([Cl:8])=[CH:6][CH:7]=1.[CH2:10]([Al](CC)CC)[CH3:11]. The catalyst is O1CCOCC1.C1C=CC([P]([Pd]([P](C2C=CC=CC=2)(C2C=CC=CC=2)C2C=CC=CC=2)([P](C2C=CC=CC=2)(C2C=CC=CC=2)C2C=CC=CC=2)[P](C2C=CC=CC=2)(C2C=CC=CC=2)C2C=CC=CC=2)(C2C=CC=CC=2)C2C=CC=CC=2)=CC=1. The product is [Cl:8][C:5]1[N:4]=[C:3]([CH2:10][CH3:11])[C:2]([NH2:1])=[CH:7][CH:6]=1. The yield is 0.350. (2) The reactants are [F:1][C:2]1[CH:25]=[C:24]([N+:26]([O-:28])=[O:27])[CH:23]=[CH:22][C:3]=1[O:4][C:5]1[CH:10]=[CH:9][N:8]=[C:7]2[CH:11]=[C:12]([C:14]3[CH:21]=[CH:20][C:17]([CH:18]=O)=[CH:16][N:15]=3)[S:13][C:6]=12.[CH3:29][O:30][CH2:31][CH2:32][O:33][CH2:34][CH2:35][NH2:36].C(O)(=O)C.C(O[BH-](OC(=O)C)OC(=O)C)(=O)C.[Na+]. The catalyst is ClCCl. The product is [F:1][C:2]1[CH:25]=[C:24]([N+:26]([O-:28])=[O:27])[CH:23]=[CH:22][C:3]=1[O:4][C:5]1[CH:10]=[CH:9][N:8]=[C:7]2[CH:11]=[C:12]([C:14]3[N:15]=[CH:16][C:17]([CH2:18][NH:36][CH2:35][CH2:34][O:33][CH2:32][CH2:31][O:30][CH3:29])=[CH:20][CH:21]=3)[S:13][C:6]=12. The yield is 0.440.